From a dataset of Reaction yield outcomes from USPTO patents with 853,638 reactions. Predict the reaction yield, written as a fraction of the theoretical maximum amount of product (1.0 means a 100% yield; for example, 0.34 means a 34% yield). (1) The reactants are [CH3:1][S:2]([C:5]1[CH:6]=[C:7]([C:11]2[N:16]3[N:17]=[C:18]([NH:20][C:21]4[CH:28]=[CH:27][C:24]([CH:25]=[O:26])=[CH:23][CH:22]=4)[N:19]=[C:15]3[CH:14]=[CH:13][CH:12]=2)[CH:8]=[CH:9][CH:10]=1)(=[O:4])=[O:3].[BH4-].[Na+]. The catalyst is O1CCCC1. The product is [CH3:1][S:2]([C:5]1[CH:6]=[C:7]([C:11]2[N:16]3[N:17]=[C:18]([NH:20][C:21]4[CH:22]=[CH:23][C:24]([CH2:25][OH:26])=[CH:27][CH:28]=4)[N:19]=[C:15]3[CH:14]=[CH:13][CH:12]=2)[CH:8]=[CH:9][CH:10]=1)(=[O:4])=[O:3]. The yield is 0.670. (2) The reactants are [CH2:1]([CH:8]([C:14]([NH:16][C@H:17]([C:28]1[S:29][CH:30]=[C:31]([CH2:33][CH3:34])[N:32]=1)[CH2:18][C:19]1[CH:24]=[CH:23][C:22]([N+:25]([O-:27])=[O:26])=[CH:21][CH:20]=1)=[O:15])[C:9]([O:11]CC)=O)[C:2]1[CH:7]=[CH:6][CH:5]=[CH:4][CH:3]=1.C(=O)([O-])[O-].[K+].[K+].[C:41](=[N:44]O)([NH2:43])[CH3:42]. The catalyst is C1(C)C=CC=CC=1. The product is [CH2:33]([C:31]1[N:32]=[C:28]([C@@H:17]([NH:16][C:14](=[O:15])[CH:8]([C:9]2[O:11][N:44]=[C:41]([CH3:42])[N:43]=2)[CH2:1][C:2]2[CH:3]=[CH:4][CH:5]=[CH:6][CH:7]=2)[CH2:18][C:19]2[CH:20]=[CH:21][C:22]([N+:25]([O-:27])=[O:26])=[CH:23][CH:24]=2)[S:29][CH:30]=1)[CH3:34]. The yield is 0.940. (3) The reactants are [CH3:1][CH:2]1[CH2:7][CH2:6][CH2:5][CH:4]([CH3:8])[N:3]1[CH2:9][CH2:10][NH2:11].Cl[C:13]1[N:14]=[N+:15]([O-:24])[C:16]2[C:22]([CH3:23])=[CH:21][CH:20]=[CH:19][C:17]=2[N:18]=1. The catalyst is COCCOC. The product is [CH3:1][CH:2]1[CH2:7][CH2:6][CH2:5][CH:4]([CH3:8])[N:3]1[CH2:9][CH2:10][NH:11][C:13]1[N:14]=[N+:15]([O-:24])[C:16]2[C:22]([CH3:23])=[CH:21][CH:20]=[CH:19][C:17]=2[N:18]=1. The yield is 0.820.